Predict the reactants needed to synthesize the given product. From a dataset of Full USPTO retrosynthesis dataset with 1.9M reactions from patents (1976-2016). (1) Given the product [F:7][C:8]1[CH:9]=[C:10]2[C:14](=[CH:15][CH:16]=1)[NH:13][C:12]([CH:17]=[O:18])=[CH:11]2, predict the reactants needed to synthesize it. The reactants are: [H-].[Al+3].[Li+].[H-].[H-].[H-].[F:7][C:8]1[CH:9]=[C:10]2[C:14](=[CH:15][CH:16]=1)[NH:13][C:12]([C:17](N(OC)C)=[O:18])=[CH:11]2.N.ClCCl. (2) Given the product [F:16][C:15]1[CH:14]=[C:13]([C:17]([OH:20])([CH3:18])[CH3:19])[CH:12]=[C:11]([F:21])[C:10]=1[C:4]1[S:3][C:2]([NH:1][C:23]2[N:28]=[C:27]3[CH2:29][N:30]([CH2:33][C:34]4([CH3:38])[CH2:35][O:36][CH2:37]4)[C:31](=[O:32])[C:26]3=[CH:25][CH:24]=2)=[C:6]([C:7]([NH2:9])=[O:8])[CH:5]=1, predict the reactants needed to synthesize it. The reactants are: [NH2:1][C:2]1[S:3][C:4]([C:10]2[C:15]([F:16])=[CH:14][C:13]([C:17]([OH:20])([CH3:19])[CH3:18])=[CH:12][C:11]=2[F:21])=[CH:5][C:6]=1[C:7]([NH2:9])=[O:8].Cl[C:23]1[N:28]=[C:27]2[CH2:29][N:30]([CH2:33][C:34]3([CH3:38])[CH2:37][O:36][CH2:35]3)[C:31](=[O:32])[C:26]2=[CH:25][CH:24]=1.